Dataset: Full USPTO retrosynthesis dataset with 1.9M reactions from patents (1976-2016). Task: Predict the reactants needed to synthesize the given product. (1) Given the product [C:29]([O:28][C:26]([N:8]([C:9]1[CH:24]=[CH:23][C:12]([C:13]([O:15][CH2:16][C:17]2[CH:18]=[CH:19][CH:20]=[CH:21][CH:22]=2)=[O:14])=[CH:11][CH:10]=1)[S:5]([CH2:4][CH2:3][N:2]([CH3:25])[CH3:1])(=[O:6])=[O:7])=[O:27])([CH3:32])([CH3:31])[CH3:30], predict the reactants needed to synthesize it. The reactants are: [CH3:1][N:2]([CH3:25])[CH2:3][CH2:4][S:5]([NH:8][C:9]1[CH:24]=[CH:23][C:12]([C:13]([O:15][CH2:16][C:17]2[CH:22]=[CH:21][CH:20]=[CH:19][CH:18]=2)=[O:14])=[CH:11][CH:10]=1)(=[O:7])=[O:6].[C:26](O[C:26]([O:28][C:29]([CH3:32])([CH3:31])[CH3:30])=[O:27])([O:28][C:29]([CH3:32])([CH3:31])[CH3:30])=[O:27]. (2) Given the product [Cl:1][C:2]1[CH:7]=[C:6]([NH:8][C:22]2[CH:23]=[CH:24][C:19]([Cl:18])=[CH:20][CH:21]=2)[CH:5]=[C:4]([C:9]2[CH:14]=[C:13]([Cl:15])[CH:12]=[CH:11][C:10]=2[O:16][CH3:17])[N:3]=1, predict the reactants needed to synthesize it. The reactants are: [Cl:1][C:2]1[CH:7]=[C:6]([NH2:8])[CH:5]=[C:4]([C:9]2[CH:14]=[C:13]([Cl:15])[CH:12]=[CH:11][C:10]=2[O:16][CH3:17])[N:3]=1.[Cl:18][C:19]1[CH:24]=[CH:23][C:22](B(O)O)=[CH:21][CH:20]=1. (3) Given the product [CH3:1][C:2]1[N:7]=[C:6]([C:8]2[NH:10][O:11][C:19](=[O:20])[N:9]=2)[CH:5]=[C:4]([C:12]2[CH:17]=[CH:16][CH:15]=[CH:14][C:13]=2[Cl:18])[N:3]=1, predict the reactants needed to synthesize it. The reactants are: [CH3:1][C:2]1[N:7]=[C:6]([C:8](=[N:10][OH:11])[NH2:9])[CH:5]=[C:4]([C:12]2[CH:17]=[CH:16][CH:15]=[CH:14][C:13]=2[Cl:18])[N:3]=1.[C:19](N1C=CN=C1)(N1C=CN=C1)=[O:20].N12CCCN=C1CCCCC2.Cl. (4) Given the product [O:47]1[CH2:51][CH2:50][CH:49]([CH2:52][NH:53][C:15]([C:12]2[CH:11]=[C:10]([CH2:9][O:8][CH2:7][C:4]3[S:3][C:2]([Cl:1])=[CH:6][CH:5]=3)[O:14][N:13]=2)=[O:17])[CH2:48]1, predict the reactants needed to synthesize it. The reactants are: [Cl:1][C:2]1[S:3][C:4]([CH2:7][O:8][CH2:9][C:10]2[O:14][N:13]=[C:12]([C:15]([OH:17])=O)[CH:11]=2)=[CH:5][CH:6]=1.C(N(CC)CC)C.Cl.C(N=C=NCCCN(C)C)C.ON1C2C=CC=CC=2N=N1.[O:47]1[CH2:51][CH2:50][CH:49]([CH2:52][NH2:53])[CH2:48]1. (5) The reactants are: [CH:1]1([CH2:4][NH:5][C:6]([NH:8][C:9]2[CH:14]=[CH:13][C:12]([OH:15])=[CH:11][CH:10]=2)=[O:7])[CH2:3][CH2:2]1.[F-].[Cs+].CS(O[CH:23]1[CH2:28][CH2:27][N:26]([C:29]([O:31][C:32]([CH3:35])([CH3:34])[CH3:33])=[O:30])[CH2:25][CH2:24]1)(=O)=O. Given the product [CH:1]1([CH2:4][NH:5][C:6](=[O:7])[NH:8][C:9]2[CH:10]=[CH:11][C:12]([O:15][CH:23]3[CH2:28][CH2:27][N:26]([C:29]([O:31][C:32]([CH3:35])([CH3:34])[CH3:33])=[O:30])[CH2:25][CH2:24]3)=[CH:13][CH:14]=2)[CH2:3][CH2:2]1, predict the reactants needed to synthesize it. (6) Given the product [I:30][C:8]1[C:7]2[C:2]([O:32][CH3:31])=[N:3][CH:4]=[CH:5][C:6]=2[N:10]([C:11]([C:24]2[CH:29]=[CH:28][CH:27]=[CH:26][CH:25]=2)([C:18]2[CH:23]=[CH:22][CH:21]=[CH:20][CH:19]=2)[C:12]2[CH:17]=[CH:16][CH:15]=[CH:14][CH:13]=2)[N:9]=1, predict the reactants needed to synthesize it. The reactants are: Cl[C:2]1[C:7]2[C:8]([I:30])=[N:9][N:10]([C:11]([C:24]3[CH:29]=[CH:28][CH:27]=[CH:26][CH:25]=3)([C:18]3[CH:23]=[CH:22][CH:21]=[CH:20][CH:19]=3)[C:12]3[CH:17]=[CH:16][CH:15]=[CH:14][CH:13]=3)[C:6]=2[CH:5]=[CH:4][N:3]=1.[CH3:31][OH:32].C[O-].[Na+].O.